This data is from NCI-60 drug combinations with 297,098 pairs across 59 cell lines. The task is: Regression. Given two drug SMILES strings and cell line genomic features, predict the synergy score measuring deviation from expected non-interaction effect. (1) Drug 1: C#CCC(CC1=CN=C2C(=N1)C(=NC(=N2)N)N)C3=CC=C(C=C3)C(=O)NC(CCC(=O)O)C(=O)O. Drug 2: CCC1(C2=C(COC1=O)C(=O)N3CC4=CC5=C(C=CC(=C5CN(C)C)O)N=C4C3=C2)O.Cl. Cell line: BT-549. Synergy scores: CSS=13.8, Synergy_ZIP=-3.38, Synergy_Bliss=1.44, Synergy_Loewe=-1.95, Synergy_HSA=-1.46. (2) Drug 1: C1C(C(OC1N2C=C(C(=O)NC2=O)F)CO)O. Drug 2: C1=NNC2=C1C(=O)NC=N2. Cell line: HT29. Synergy scores: CSS=29.1, Synergy_ZIP=1.50, Synergy_Bliss=1.16, Synergy_Loewe=-17.1, Synergy_HSA=0.338. (3) Synergy scores: CSS=69.6, Synergy_ZIP=-7.16, Synergy_Bliss=-2.82, Synergy_Loewe=-18.4, Synergy_HSA=0.365. Drug 1: C1=CC(=C2C(=C1NCCNCCO)C(=O)C3=C(C=CC(=C3C2=O)O)O)NCCNCCO. Drug 2: C1CN1P(=S)(N2CC2)N3CC3. Cell line: SF-295. (4) Cell line: K-562. Drug 1: C1=CC=C(C=C1)NC(=O)CCCCCCC(=O)NO. Synergy scores: CSS=18.0, Synergy_ZIP=-0.867, Synergy_Bliss=3.82, Synergy_Loewe=-29.3, Synergy_HSA=-4.09. Drug 2: B(C(CC(C)C)NC(=O)C(CC1=CC=CC=C1)NC(=O)C2=NC=CN=C2)(O)O. (5) Drug 1: C1=NNC2=C1C(=O)NC=N2. Drug 2: C1CCC(C(C1)N)N.C(=O)(C(=O)[O-])[O-].[Pt+4]. Cell line: RXF 393. Synergy scores: CSS=7.71, Synergy_ZIP=-2.89, Synergy_Bliss=-1.72, Synergy_Loewe=-4.44, Synergy_HSA=-1.95. (6) Drug 1: CC12CCC3C(C1CCC2O)C(CC4=C3C=CC(=C4)O)CCCCCCCCCS(=O)CCCC(C(F)(F)F)(F)F. Drug 2: C(CC(=O)O)C(=O)CN.Cl. Cell line: M14. Synergy scores: CSS=8.54, Synergy_ZIP=-1.85, Synergy_Bliss=-2.83, Synergy_Loewe=-6.75, Synergy_HSA=-6.67. (7) Drug 1: CC1=C2C(C(=O)C3(C(CC4C(C3C(C(C2(C)C)(CC1OC(=O)C(C(C5=CC=CC=C5)NC(=O)OC(C)(C)C)O)O)OC(=O)C6=CC=CC=C6)(CO4)OC(=O)C)O)C)O. Drug 2: C(=O)(N)NO. Cell line: RPMI-8226. Synergy scores: CSS=0.158, Synergy_ZIP=20.4, Synergy_Bliss=21.7, Synergy_Loewe=-9.89, Synergy_HSA=8.21. (8) Drug 1: C1=CC(=CC=C1CCC2=CNC3=C2C(=O)NC(=N3)N)C(=O)NC(CCC(=O)O)C(=O)O. Drug 2: CCC1=C2CN3C(=CC4=C(C3=O)COC(=O)C4(CC)O)C2=NC5=C1C=C(C=C5)O. Cell line: MDA-MB-231. Synergy scores: CSS=21.2, Synergy_ZIP=-10.5, Synergy_Bliss=-9.73, Synergy_Loewe=-7.35, Synergy_HSA=-4.61. (9) Drug 1: COCCOC1=C(C=C2C(=C1)C(=NC=N2)NC3=CC=CC(=C3)C#C)OCCOC.Cl. Drug 2: CC1C(C(CC(O1)OC2CC(CC3=C2C(=C4C(=C3O)C(=O)C5=CC=CC=C5C4=O)O)(C(=O)C)O)N)O. Cell line: NCIH23. Synergy scores: CSS=43.1, Synergy_ZIP=-1.86, Synergy_Bliss=1.03, Synergy_Loewe=-21.2, Synergy_HSA=2.49.